From a dataset of Forward reaction prediction with 1.9M reactions from USPTO patents (1976-2016). Predict the product of the given reaction. (1) Given the reactants C([N:8]1[CH2:13][CH2:12][CH:11]=[C:10]([C:14]2[C:22]3[C:17](=[CH:18][CH:19]=[CH:20][CH:21]=3)[NH:16][CH:15]=2)[CH2:9]1)C1C=CC=CC=1, predict the reaction product. The product is: [NH:8]1[CH2:13][CH2:12][CH2:11][CH:10]([C:14]2[C:22]3[C:17](=[CH:18][CH:19]=[CH:20][CH:21]=3)[NH:16][CH:15]=2)[CH2:9]1. (2) Given the reactants [CH:1]1([N:7]2[C:10](=[O:11])[C:9]([CH3:13])([CH3:12])[NH:8]2)[CH2:6][CH2:5][CH2:4][CH2:3][CH2:2]1.[CH3:14][C:15]1[CH:23]=[C:22]([CH3:24])[CH:21]=[CH:20][C:16]=1[C:17](Cl)=[O:18], predict the reaction product. The product is: [CH:1]1([N:7]2[C:10](=[O:11])[C:9]([CH3:13])([CH3:12])[N:8]2[C:17]([C:16]2[CH:20]=[CH:21][C:22]([CH3:24])=[CH:23][C:15]=2[CH3:14])=[O:18])[CH2:2][CH2:3][CH2:4][CH2:5][CH2:6]1. (3) Given the reactants [N+](C1C=CC(C2[S:14]C(CCC(OC)=O)=NC=2)=CC=1)([O-])=O.[CH3:21][C:22]([CH3:43])([CH2:27][C:28]([NH:30][CH2:31][C:32]([C:34]1[CH:39]=[CH:38][C:37]([N+:40]([O-:42])=[O:41])=[CH:36][CH:35]=1)=O)=O)[C:23]([O:25][CH3:26])=[O:24].COC1C=CC(P2(SP(C3C=CC(OC)=CC=3)(=S)S2)=S)=CC=1, predict the reaction product. The product is: [CH3:21][C:22]([CH3:43])([CH2:27][C:28]1[S:14][C:32]([C:34]2[CH:39]=[CH:38][C:37]([N+:40]([O-:42])=[O:41])=[CH:36][CH:35]=2)=[CH:31][N:30]=1)[C:23]([O:25][CH3:26])=[O:24]. (4) The product is: [Cl:1][C:2]1[S:3][C:4]([CH2:7][N:26]2[C:27]3[C:23](=[CH:22][CH:21]=[CH:20][C:19]=3[C:18]([F:40])([F:17])[F:41])[C:24]3([C:32]4=[CH:33][C:34]5[O:38][CH2:37][O:36][C:35]=5[CH:39]=[C:31]4[O:30][CH2:29]3)[C:25]2=[O:28])=[CH:5][CH:6]=1. Given the reactants [Cl:1][C:2]1[S:3][C:4]([CH2:7]Cl)=[CH:5][CH:6]=1.BrCC1CCCCO1.[F:17][C:18]([F:41])([F:40])[C:19]1[CH:20]=[CH:21][CH:22]=[C:23]2[C:27]=1[NH:26][C:25](=[O:28])[C:24]12[C:32]2=[CH:33][C:34]3[O:38][CH2:37][O:36][C:35]=3[CH:39]=[C:31]2[O:30][CH2:29]1, predict the reaction product. (5) Given the reactants [C:1]([C:3]1([N:11]([OH:23])[C:12](=[O:22])[CH2:13][C:14]2[CH:19]=[C:18]([CH3:20])[CH:17]=[CH:16][C:15]=2[CH3:21])[CH2:8][CH2:7][N:6]([O:9][CH3:10])[CH2:5][CH2:4]1)#N.S(=O)(=O)(O)[OH:25].[C:29](=O)([O-])[OH:30].[Na+], predict the reaction product. The product is: [CH3:29][O:30][C:1]([C:3]1([N:11]([C:12](=[O:22])[CH2:13][C:14]2[CH:19]=[C:18]([CH3:20])[CH:17]=[CH:16][C:15]=2[CH3:21])[OH:23])[CH2:8][CH2:7][N:6]([O:9][CH3:10])[CH2:5][CH2:4]1)=[O:25]. (6) Given the reactants N[C@@](C)(CC(C)CC)CC(O)=O.[NH2:13][C@@:14]([CH3:26])([CH2:19][CH:20]([CH3:25])[CH2:21][CH2:22][CH2:23]C)[CH2:15][C:16]([OH:18])=[O:17], predict the reaction product. The product is: [NH2:13][C@@:14]([CH3:26])([CH2:19][CH:20]([CH3:25])[CH2:21][CH2:22][CH3:23])[CH2:15][C:16]([OH:18])=[O:17]. (7) Given the reactants [C:1]([O:5][C:6]([N:8]1[CH2:13][CH2:12][CH:11]([C:14]([OH:16])=O)[CH2:10][CH2:9]1)=[O:7])([CH3:4])([CH3:3])[CH3:2].F[P-](F)(F)(F)(F)F.[N:24]1(O[P+](N(C)C)(N(C)C)N(C)C)[C:28]2C=CC=CC=2N=N1.[NH2:44][C:45]1[CH:50]=[C:49]([O:51][C:52]2[CH:57]=[CH:56][C:55](CN)=[C:54]([N+:60]([O-:62])=[O:61])[CH:53]=2)[CH:48]=[CH:47][N:46]=1, predict the reaction product. The product is: [C:1]([O:5][C:6]([N:8]1[CH2:9][CH2:10][CH:11]([C:14](=[O:16])[NH:44][C:45]2[CH:50]=[C:49]([O:51][C:52]3[CH:57]=[CH:56][C:55]([NH:24][CH3:28])=[C:54]([N+:60]([O-:62])=[O:61])[CH:53]=3)[CH:48]=[CH:47][N:46]=2)[CH2:12][CH2:13]1)=[O:7])([CH3:2])([CH3:3])[CH3:4]. (8) Given the reactants C([O:3][C:4](=[O:30])[CH2:5][O:6][C:7]1[CH:12]=[C:11]([F:13])[CH:10]=[CH:9][C:8]=1[C:14](=[O:29])[NH:15][CH2:16][C:17]1[S:18][C:19]2[C:25]([F:26])=[CH:24][C:23]([F:27])=[C:22]([F:28])[C:20]=2[N:21]=1)C.[OH-].[Na+], predict the reaction product. The product is: [F:13][C:11]1[CH:10]=[CH:9][C:8]([C:14](=[O:29])[NH:15][CH2:16][C:17]2[S:18][C:19]3[C:25]([F:26])=[CH:24][C:23]([F:27])=[C:22]([F:28])[C:20]=3[N:21]=2)=[C:7]([CH:12]=1)[O:6][CH2:5][C:4]([OH:30])=[O:3]. (9) Given the reactants [NH2:1][C:2]1[C:3]([I:16])=[C:4]([C:13]([Cl:15])=[O:14])[C:5]([I:12])=[C:6]([C:10]=1[I:11])[C:7](Cl)=[O:8].[CH2:17]([NH2:20])[CH:18]=[CH2:19].C([NH-])C=C.C([N-]CC=C)C=C, predict the reaction product. The product is: [CH2:17]([NH:20][C:7]([C:6]1[C:5]([I:12])=[C:4]([C:3]([I:16])=[C:2]([NH2:1])[C:10]=1[I:11])[C:13]([Cl:15])=[O:14])=[O:8])[CH:18]=[CH2:19].